Dataset: CYP3A4 inhibition data for predicting drug metabolism from PubChem BioAssay. Task: Regression/Classification. Given a drug SMILES string, predict its absorption, distribution, metabolism, or excretion properties. Task type varies by dataset: regression for continuous measurements (e.g., permeability, clearance, half-life) or binary classification for categorical outcomes (e.g., BBB penetration, CYP inhibition). Dataset: cyp3a4_veith. The drug is FC(F)(F)c1ccccc1-c1nc(Nc2ccncc2)c2ccccc2n1. The result is 1 (inhibitor).